Task: Regression/Classification. Given a drug SMILES string, predict its absorption, distribution, metabolism, or excretion properties. Task type varies by dataset: regression for continuous measurements (e.g., permeability, clearance, half-life) or binary classification for categorical outcomes (e.g., BBB penetration, CYP inhibition). Dataset: cyp2d6_veith.. Dataset: CYP2D6 inhibition data for predicting drug metabolism from PubChem BioAssay (1) The compound is Cc1nc(N=Nc2ccc(S(=O)(=O)[O-])cc2S(=O)(=O)[O-])c(COP(=O)([O-])[O-])c(C=O)c1O.[Na+].[Na+].[Na+].[Na+]. The result is 0 (non-inhibitor). (2) The molecule is Cc1c(N2C(=O)CS/C2=N\N=C\c2ccc(Cl)cc2)c(=O)n(-c2ccccc2)n1C. The result is 0 (non-inhibitor). (3) The drug is COc1ccc(NC(=O)CSc2nnc(C3CC3)n2N)cc1. The result is 0 (non-inhibitor). (4) The compound is C/C(=N/O)c1ccc2cc(Br)c3ccccc3c2c1. The result is 1 (inhibitor). (5) The compound is COc1cc2c(cc1O)[C@H]1Cc3ccc(OC)c(O)c3CN1CC2. The result is 1 (inhibitor). (6) The compound is Cc1noc(C)c1C(=O)N1CCC2(CCCN(C(=O)Nc3cccc(C#N)c3)C2)CC1. The result is 0 (non-inhibitor). (7) The drug is N=C(N)SCc1ccc(Cl)cc1Cl.O=[N+]([O-])c1c(O)c(Cl)cc(Cl)c1Cl. The result is 1 (inhibitor). (8) The drug is CCS(=O)(=O)c1ccc(O)c(NC(=O)Nc2ccccc2)c1. The result is 1 (inhibitor).